Regression. Given two drug SMILES strings and cell line genomic features, predict the synergy score measuring deviation from expected non-interaction effect. From a dataset of NCI-60 drug combinations with 297,098 pairs across 59 cell lines. Drug 1: C1CC(CNC1)C2=CC=C(C=C2)N3C=C4C=CC=C(C4=N3)C(=O)N. Drug 2: B(C(CC(C)C)NC(=O)C(CC1=CC=CC=C1)NC(=O)C2=NC=CN=C2)(O)O. Cell line: OVCAR3. Synergy scores: CSS=57.1, Synergy_ZIP=0.330, Synergy_Bliss=1.84, Synergy_Loewe=-19.7, Synergy_HSA=2.80.